Dataset: Forward reaction prediction with 1.9M reactions from USPTO patents (1976-2016). Task: Predict the product of the given reaction. (1) The product is: [N+:1]([C:4]1[CH:10]=[CH:9][C:7]([NH:8][CH:11]=[O:12])=[CH:6][CH:5]=1)([O-:3])=[O:2]. Given the reactants [N+:1]([C:4]1[CH:10]=[CH:9][C:7]([NH2:8])=[CH:6][CH:5]=1)([O-:3])=[O:2].[CH:11](O)=[O:12], predict the reaction product. (2) Given the reactants [F:1][C:2]1[CH:7]=[CH:6][C:5]([C:8]2[O:9][C:10]3[CH:21]=[C:20]([N+:22]([O-])=O)[C:19]([C:25]4[CH:30]=[CH:29][CH:28]=[CH:27][CH:26]=4)=[CH:18][C:11]=3[C:12]=2[C:13]([O:15][CH2:16][CH3:17])=[O:14])=[CH:4][CH:3]=1.[NH4+].[Cl-].O, predict the reaction product. The product is: [NH2:22][C:20]1[C:19]([C:25]2[CH:26]=[CH:27][CH:28]=[CH:29][CH:30]=2)=[CH:18][C:11]2[C:12]([C:13]([O:15][CH2:16][CH3:17])=[O:14])=[C:8]([C:5]3[CH:4]=[CH:3][C:2]([F:1])=[CH:7][CH:6]=3)[O:9][C:10]=2[CH:21]=1. (3) Given the reactants [Cl:1][C:2]1[CH:3]=[N:4][C:5]2[C:10]([CH:11]=1)=[CH:9][C:8]([CH2:12]Cl)=[CH:7][C:6]=2[S:14]([CH3:17])(=[O:16])=[O:15].C[Sn](C)(C)[C:20]1[CH:21]=[C:22]([CH:27]=[CH:28][N:29]=1)[C:23]([O:25][CH3:26])=[O:24], predict the reaction product. The product is: [Cl:1][C:2]1[CH:3]=[N:4][C:5]2[C:10]([CH:11]=1)=[CH:9][C:8]([CH2:12][C:20]1[CH:21]=[C:22]([CH:27]=[CH:28][N:29]=1)[C:23]([O:25][CH3:26])=[O:24])=[CH:7][C:6]=2[S:14]([CH3:17])(=[O:16])=[O:15]. (4) Given the reactants [Cl:1][C:2]1[CH:3]=[CH:4][C:5]([O:25][CH2:26][C:27]([N:29]2[CH2:34][CH2:33][N:32]([CH2:35][C:36]3[CH:41]=[CH:40][C:39]([F:42])=[CH:38][CH:37]=3)[CH2:31][CH:30]2[CH3:43])=[O:28])=[C:6]([NH:8][S:9]([CH2:12][CH2:13][N:14]2C(=O)C3C(=CC=CC=3)C2=O)(=[O:11])=[O:10])[CH:7]=1.O.NN, predict the reaction product. The product is: [Cl:1][C:2]1[CH:3]=[CH:4][C:5]([O:25][CH2:26][C:27]([N:29]2[CH2:34][CH2:33][N:32]([CH2:35][C:36]3[CH:37]=[CH:38][C:39]([F:42])=[CH:40][CH:41]=3)[CH2:31][C@H:30]2[CH3:43])=[O:28])=[C:6]([NH:8][S:9]([CH2:12][CH2:13][NH2:14])(=[O:11])=[O:10])[CH:7]=1.